Dataset: Forward reaction prediction with 1.9M reactions from USPTO patents (1976-2016). Task: Predict the product of the given reaction. (1) Given the reactants P(Cl)(Cl)([Cl:3])=O.[CH3:6][O:7][C:8]1[CH:13]=[CH:12][C:11]([C:14]2[C:15]3[CH:24]=[CH:23][N:22]=[CH:21][C:16]=3[C:17](=O)[NH:18][N:19]=2)=[CH:10][CH:9]=1, predict the reaction product. The product is: [Cl:3][C:17]1[N:18]=[N:19][C:14]([C:11]2[CH:12]=[CH:13][C:8]([O:7][CH3:6])=[CH:9][CH:10]=2)=[C:15]2[CH:24]=[CH:23][N:22]=[CH:21][C:16]=12. (2) Given the reactants [C:1]([C:3]1[C:4]([CH2:21][CH:22]([CH3:24])[CH3:23])=[N:5][C:6]([CH3:20])=[C:7]([C:12]=1[C:13]1[CH:18]=[CH:17][C:16]([CH3:19])=[CH:15][CH:14]=1)[C:8]([O:10][CH3:11])=[O:9])#[N:2].N.O1CCCC1.[H][H], predict the reaction product. The product is: [NH2:2][CH2:1][C:3]1[C:4]([CH2:21][CH:22]([CH3:24])[CH3:23])=[N:5][C:6]([CH3:20])=[C:7]([C:12]=1[C:13]1[CH:14]=[CH:15][C:16]([CH3:19])=[CH:17][CH:18]=1)[C:8]([O:10][CH3:11])=[O:9].